This data is from Merck oncology drug combination screen with 23,052 pairs across 39 cell lines. The task is: Regression. Given two drug SMILES strings and cell line genomic features, predict the synergy score measuring deviation from expected non-interaction effect. (1) Drug 1: NC(=O)c1cccc2cn(-c3ccc(C4CCCNC4)cc3)nc12. Drug 2: Cn1c(=O)n(-c2ccc(C(C)(C)C#N)cc2)c2c3cc(-c4cnc5ccccc5c4)ccc3ncc21. Cell line: COLO320DM. Synergy scores: synergy=17.3. (2) Drug 1: N.N.O=C(O)C1(C(=O)O)CCC1.[Pt]. Drug 2: O=C(O)C1(Cc2cccc(Nc3nccs3)n2)CCC(Oc2cccc(Cl)c2F)CC1. Cell line: UWB1289BRCA1. Synergy scores: synergy=-5.96. (3) Drug 1: CN1C(=O)C=CC2(C)C3CCC4(C)C(NC(=O)OCC(F)(F)F)CCC4C3CCC12. Drug 2: CCC1=CC2CN(C1)Cc1c([nH]c3ccccc13)C(C(=O)OC)(c1cc3c(cc1OC)N(C)C1C(O)(C(=O)OC)C(OC(C)=O)C4(CC)C=CCN5CCC31C54)C2. Cell line: LOVO. Synergy scores: synergy=-0.189. (4) Drug 1: O=S1(=O)NC2(CN1CC(F)(F)F)C1CCC2Cc2cc(C=CCN3CCC(C(F)(F)F)CC3)ccc2C1. Drug 2: O=P1(N(CCCl)CCCl)NCCCO1. Cell line: A2058. Synergy scores: synergy=-3.55. (5) Drug 1: CN(Cc1cnc2nc(N)nc(N)c2n1)c1ccc(C(=O)NC(CCC(=O)O)C(=O)O)cc1. Drug 2: O=C(CCCCCCC(=O)Nc1ccccc1)NO. Cell line: PA1. Synergy scores: synergy=-23.7. (6) Drug 1: CCC1(O)C(=O)OCc2c1cc1n(c2=O)Cc2cc3c(CN(C)C)c(O)ccc3nc2-1. Drug 2: CCc1cnn2c(NCc3ccc[n+]([O-])c3)cc(N3CCCCC3CCO)nc12. Cell line: SKMES1. Synergy scores: synergy=-14.3.